This data is from Reaction yield outcomes from USPTO patents with 853,638 reactions. The task is: Predict the reaction yield, written as a fraction of the theoretical maximum amount of product (1.0 means a 100% yield; for example, 0.34 means a 34% yield). (1) The reactants are [CH:1]([O:4][C:5]([C:7]1[N:8]=[C:9]([C:38]([F:41])([F:40])[F:39])[N:10]2[CH2:15][CH2:14][N:13]([C:16](=[O:37])[CH2:17][C@H:18]([NH:29]C(OC(C)(C)C)=O)[CH2:19][C:20]3[CH:25]=[C:24]([F:26])[C:23]([F:27])=[CH:22][C:21]=3[F:28])[CH2:12][C:11]=12)=[O:6])([CH3:3])[CH3:2].[ClH:42]. The catalyst is C(OCC)(=O)C. The product is [ClH:42].[CH:1]([O:4][C:5]([C:7]1[N:8]=[C:9]([C:38]([F:40])([F:39])[F:41])[N:10]2[CH2:15][CH2:14][N:13]([C:16](=[O:37])[CH2:17][C@H:18]([NH2:29])[CH2:19][C:20]3[CH:25]=[C:24]([F:26])[C:23]([F:27])=[CH:22][C:21]=3[F:28])[CH2:12][C:11]=12)=[O:6])([CH3:3])[CH3:2]. The yield is 0.978. (2) The reactants are [CH2:1]([C:3]1[NH:4][CH:5]=[C:6]([C:8]2[CH:13]=[CH:12][CH:11]=[CH:10][CH:9]=2)[N:7]=1)[CH3:2].C(=O)([O-])[O-].[K+].[K+].Cl[CH2:21][C:22]1[CH:40]=[CH:39][C:25]2/[C:26](=[C:35](/[CH3:38])\[C:36]#[N:37])/[C:27]3[CH:34]=[CH:33][CH:32]=[CH:31][C:28]=3[O:29][CH2:30][C:24]=2[CH:23]=1.C(OCC)(=O)C. The catalyst is CN(C=O)C. The product is [CH2:1]([C:3]1[N:4]([CH2:21][C:22]2[CH:40]=[CH:39][C:25]3/[C:26](=[C:35](/[CH3:38])\[C:36]#[N:37])/[C:27]4[CH:34]=[CH:33][CH:32]=[CH:31][C:28]=4[O:29][CH2:30][C:24]=3[CH:23]=2)[CH:5]=[C:6]([C:8]2[CH:13]=[CH:12][CH:11]=[CH:10][CH:9]=2)[N:7]=1)[CH3:2]. The yield is 0.990. (3) The reactants are [N+]([C:4]1C=CC=CC=1O)([O-])=O.[Cl:11][C:12]1[C:17]([N+:18]([O-:20])=[O:19])=[CH:16][CH:15]=[CH:14][C:13]=1[OH:21].C(=O)([O-])[O-].[Cs+].[Cs+]. The catalyst is CN(C=O)C. The product is [Cl:11][C:12]1[C:17]([N+:18]([O-:20])=[O:19])=[CH:16][CH:15]=[CH:14][C:13]=1[O:21][CH3:4]. The yield is 0.980. (4) The reactants are [Br:1][C:2]1[C:3]([OH:13])=[CH:4][C:5]([F:12])=[C:6]([CH:11]=1)[C:7]([O:9][CH3:10])=[O:8].[O:14]1[CH:19]=[CH:18][CH2:17][CH2:16][CH2:15]1. The yield is 0.760. The catalyst is C(Cl)Cl.CC1C=CC(S([O-])(=O)=O)=CC=1.C1C=C[NH+]=CC=1. The product is [Br:1][C:2]1[C:3]([O:13][CH:15]2[CH2:16][CH2:17][CH2:18][CH2:19][O:14]2)=[CH:4][C:5]([F:12])=[C:6]([CH:11]=1)[C:7]([O:9][CH3:10])=[O:8]. (5) The reactants are [CH2:1]([O:8][N:9]1[C:15](=[O:16])[N:14]2[CH2:17][C@H:10]1[CH2:11][CH2:12][C@H:13]2[CH:18]=O)[C:2]1[CH:7]=[CH:6][CH:5]=[CH:4][CH:3]=1.Cl.[NH2:21][OH:22].N1C=CC=CC=1. The catalyst is CCO. The product is [CH2:1]([O:8][N:9]1[C:15](=[O:16])[N:14]2[CH2:17][CH:10]1[CH2:11][CH2:12][CH:13]2/[CH:18]=[N:21]/[OH:22])[C:2]1[CH:3]=[CH:4][CH:5]=[CH:6][CH:7]=1. The yield is 0.420.